Dataset: Full USPTO retrosynthesis dataset with 1.9M reactions from patents (1976-2016). Task: Predict the reactants needed to synthesize the given product. (1) Given the product [C:1]([O:5][C:6](=[O:42])[N:7]([CH2:8][CH2:9][N:10]1[C:19]2[C:14]([C:15](=[O:21])[NH:16][C:17](=[O:20])[N:18]=2)=[N:13][C:12]2[CH:22]=[C:23]([CH3:27])[C:24]([CH3:26])=[CH:25][C:11]1=2)[CH2:28][CH2:29][CH2:30][C:31](=[O:41])[NH:32][OH:33])([CH3:3])([CH3:2])[CH3:4], predict the reactants needed to synthesize it. The reactants are: [C:1]([O:5][C:6](=[O:42])[N:7]([CH2:28][CH2:29][CH2:30][C:31](=[O:41])[NH:32][O:33]CC1C=CC=CC=1)[CH2:8][CH2:9][N:10]1[C:19]2[C:14]([C:15](=[O:21])[NH:16][C:17](=[O:20])[N:18]=2)=[N:13][C:12]2[CH:22]=[C:23]([CH3:27])[C:24]([CH3:26])=[CH:25][C:11]1=2)([CH3:4])([CH3:3])[CH3:2]. (2) Given the product [ClH:48].[Cl:48][C:44]1[CH:43]=[C:42]([CH:47]=[CH:46][CH:45]=1)[CH2:41][CH:29]1[C:28]2[CH:27]=[C:26]([CH2:3][CH2:2][CH2:1][NH:4][S:5]([CH2:8][CH2:9][CH3:10])(=[O:7])=[O:6])[CH:35]=[CH:34][C:33]=2[CH2:32][CH2:31][CH:30]1[N:36]1[CH2:40][CH2:39][CH2:38][CH2:37]1, predict the reactants needed to synthesize it. The reactants are: [CH2:1]([NH:4][S:5]([CH2:8][CH2:9][CH3:10])(=[O:7])=[O:6])[CH:2]=[CH2:3].C12BC(CCC1)CCC2.FC(F)(F)S(O[C:26]1[CH:35]=[CH:34][C:33]2[CH2:32][CH2:31][C@@H:30]([N:36]3[CH2:40][CH2:39][CH2:38][CH2:37]3)[C@@H:29]([CH2:41][C:42]3[CH:47]=[CH:46][CH:45]=[C:44]([Cl:48])[CH:43]=3)[C:28]=2[CH:27]=1)(=O)=O.[OH-].[Na+]. (3) Given the product [CH2:14]([O:16]/[C:17](=[C:7]1/[C:8](=[O:13])[O:9][C:10](=[O:12])[C:11]2[C:6]/1=[CH:5][CH:4]=[CH:3][C:2]=2[F:1])/[CH3:18])[CH3:15], predict the reactants needed to synthesize it. The reactants are: [F:1][C:2]1[CH:3]=[CH:4][CH:5]=[C:6]2[C:11]=1[C:10](=[O:12])[O:9][C:8](=[O:13])[CH2:7]2.[C:14](OCC)(OCC)([O:16][CH2:17][CH3:18])[CH3:15].